Dataset: Catalyst prediction with 721,799 reactions and 888 catalyst types from USPTO. Task: Predict which catalyst facilitates the given reaction. (1) Reactant: Br[C:2]1[CH:7]=[CH:6][C:5]([N:8]([CH2:12][C:13]([F:16])([F:15])[F:14])[CH2:9][CH2:10][OH:11])=[C:4]([C:17]([F:20])([F:19])[F:18])[CH:3]=1.[NH4+].[OH-].[CH3:23][N:24](C=O)C. Product: [OH:11][CH2:10][CH2:9][N:8]([CH2:12][C:13]([F:16])([F:15])[F:14])[C:5]1[CH:6]=[CH:7][C:2]([C:23]#[N:24])=[CH:3][C:4]=1[C:17]([F:20])([F:19])[F:18]. The catalyst class is: 380. (2) Product: [C:14]([NH:17][C:18]1[CH:23]=[CH:22][C:21]([C:24](=[O:28])[CH:25]([CH3:26])[CH:2]([C:3]([O:5][CH2:6][CH3:7])=[O:4])[C:1]([O:9][CH2:10][CH3:11])=[O:8])=[CH:20][CH:19]=1)(=[O:16])[CH3:15]. Reactant: [C:1]([O:9][CH2:10][CH3:11])(=[O:8])[CH2:2][C:3]([O:5][CH2:6][CH3:7])=[O:4].[H-].[Na+].[C:14]([NH:17][C:18]1[CH:23]=[CH:22][C:21]([C:24](=[O:28])[CH:25](Cl)[CH3:26])=[CH:20][CH:19]=1)(=[O:16])[CH3:15].[Cl-].[Na+]. The catalyst class is: 9. (3) Product: [F:28][C:2]1([F:1])[CH2:3][N:4]([C:6]([C:8]2[C:12]3[CH:13]=[C:14]4[C:15](=[C:16]([F:17])[C:11]=3[O:10][N:9]=2)[N:18]2[CH2:23][C@@H:22]([CH3:24])[O:21][C@@H:20]([CH3:25])[C@@H:19]2[C:35]2([C:33](=[O:34])[NH:32][C:30](=[O:31])[NH:29][C:36]2=[O:37])[CH2:26]4)=[O:7])[CH2:5]1. The catalyst class is: 8. Reactant: [F:1][C:2]1([F:28])[CH2:5][N:4]([C:6]([C:8]2[C:12]3[CH:13]=[C:14]([CH:26]=O)[C:15]([N:18]4[CH2:23][C@@H:22]([CH3:24])[O:21][C@H:20]([CH3:25])[CH2:19]4)=[C:16]([F:17])[C:11]=3[O:10][N:9]=2)=[O:7])[CH2:3]1.[NH:29]1[C:36](=[O:37])[CH2:35][C:33](=[O:34])[NH:32][C:30]1=[O:31]. (4) Reactant: [OH-].[K+:2].[OH:3][C:4]1[CH:5]=[C:6]([CH:10]=[C:11]([O:13][C@@H:14]([CH3:18])[CH2:15][O:16][CH3:17])[CH:12]=1)[C:7]([OH:9])=[O:8].O.C1(C)C=CC=CC=1. Product: [K+:2].[OH:3][C:4]1[CH:5]=[C:6]([CH:10]=[C:11]([O:13][C@@H:14]([CH3:18])[CH2:15][O:16][CH3:17])[CH:12]=1)[C:7]([O-:9])=[O:8]. The catalyst class is: 259. (5) Reactant: [C:1]([C:5]1[CH:6]=[CH:7][C:8]2[O:13][CH2:12][C:11](=[O:14])[NH:10][C:9]=2[CH:15]=1)([CH3:4])([CH3:3])[CH3:2].C([O-])([O-])=O.[Cs+].[Cs+].[Cl:22][CH2:23][CH2:24][CH2:25]I. Product: [C:1]([C:5]1[CH:6]=[CH:7][C:8]2[O:13][CH2:12][C:11](=[O:14])[N:10]([CH2:25][CH2:24][CH2:23][Cl:22])[C:9]=2[CH:15]=1)([CH3:4])([CH3:2])[CH3:3]. The catalyst class is: 243. (6) Reactant: [CH3:1][O:2][C:3]1[CH:52]=[CH:51][C:6]([CH2:7][N:8]([CH2:42][C:43]2[CH:48]=[CH:47][C:46]([O:49][CH3:50])=[CH:45][CH:44]=2)[C:9]2[N:14]=[N:13][C:12]([C:15]([CH2:26][CH:27]([F:41])[CH2:28][N:29]3[CH:33]=[C:32]([C:34]([O:36]C(C)(C)C)=[O:35])[N:31]=[N:30]3)(C(OCC)=O)C(OCC)=O)=[CH:11][CH:10]=2)=[CH:5][CH:4]=1.C1COCC1.CO.[OH-].[Li+]. Product: [CH3:50][O:49][C:46]1[CH:45]=[CH:44][C:43]([CH2:42][N:8]([CH2:7][C:6]2[CH:5]=[CH:4][C:3]([O:2][CH3:1])=[CH:52][CH:51]=2)[C:9]2[N:14]=[N:13][C:12]([CH2:15][CH2:26][CH:27]([F:41])[CH2:28][N:29]3[CH:33]=[C:32]([C:34]([OH:36])=[O:35])[N:31]=[N:30]3)=[CH:11][CH:10]=2)=[CH:48][CH:47]=1. The catalyst class is: 6. (7) Reactant: Br[C:2]1[C:10]2[C:5](=[CH:6][CH:7]=[C:8]([CH:11]=[O:12])[CH:9]=2)[N:4]([CH2:13][C:14]2[CH:19]=[CH:18][C:17]([Cl:20])=[CH:16][C:15]=2[C:21]([F:24])([F:23])[F:22])[N:3]=1.[F:25][C:26]1[CH:31]=[CH:30][C:29](B(O)O)=[CH:28][CH:27]=1.C(=O)([O-])[O-].[Na+].[Na+]. Product: [Cl:20][C:17]1[CH:18]=[CH:19][C:14]([CH2:13][N:4]2[C:5]3[C:10](=[CH:9][C:8]([CH:11]=[O:12])=[CH:7][CH:6]=3)[C:2]([C:29]3[CH:30]=[CH:31][C:26]([F:25])=[CH:27][CH:28]=3)=[N:3]2)=[C:15]([C:21]([F:24])([F:23])[F:22])[CH:16]=1. The catalyst class is: 149. (8) Reactant: [C:1]([N:11]1[CH2:16][CH2:15][NH:14][CH2:13][CH2:12]1)([O:3][CH2:4][C:5]1[CH:10]=[CH:9][CH:8]=[CH:7][CH:6]=1)=[O:2].C(Cl)CCl.C1C=CC2N(O)N=NC=2C=1.[N:31]1([C:40]([O:42][C:43]([CH3:46])([CH3:45])[CH3:44])=[O:41])[CH2:39][CH2:38][CH2:37][CH2:36][C@@H:32]1[C:33](O)=[O:34].C(N(CC)CC)C. Product: [CH3:46][C:43]([O:42][C:40]([N:31]1[CH2:39][CH2:38][CH2:37][CH2:36][C@@H:32]1[C:33]([N:14]1[CH2:13][CH2:12][N:11]([C:1]([O:3][CH2:4][C:5]2[CH:6]=[CH:7][CH:8]=[CH:9][CH:10]=2)=[O:2])[CH2:16][CH2:15]1)=[O:34])=[O:41])([CH3:44])[CH3:45]. The catalyst class is: 2.